From a dataset of Forward reaction prediction with 1.9M reactions from USPTO patents (1976-2016). Predict the product of the given reaction. (1) Given the reactants CC(C)([O-])C.[Na+].[CH:7]1([CH2:10][CH2:11][OH:12])[CH2:9][CH2:8]1.Cl[C:14]1[N:22]=[C:21]2[C:17]([N:18]=[CH:19][N:20]2[CH:23]2[CH2:28][CH2:27][CH2:26][CH2:25][O:24]2)=[C:16]([NH2:29])[N:15]=1.O, predict the reaction product. The product is: [CH:7]1([CH2:10][CH2:11][O:12][C:14]2[N:22]=[C:21]3[C:17]([N:18]=[CH:19][N:20]3[CH:23]3[CH2:28][CH2:27][CH2:26][CH2:25][O:24]3)=[C:16]([NH2:29])[N:15]=2)[CH2:9][CH2:8]1. (2) Given the reactants [Br:1][C:2]1[CH:3]=[C:4]([Cl:18])[C:5]2[NH:6][C:7]3[C:12]([S:13][C:14]=2[CH:15]=1)=[CH:11][C:10]([Br:16])=[CH:9][C:8]=3[Cl:17].[CH3:19][C:20]([O:23][C:24](O[C:24]([O:23][C:20]([CH3:22])([CH3:21])[CH3:19])=[O:25])=[O:25])([CH3:22])[CH3:21], predict the reaction product. The product is: [C:20]([O:23][C:24]([N:6]1[C:5]2[C:4]([Cl:18])=[CH:3][C:2]([Br:1])=[CH:15][C:14]=2[S:13][C:12]2[C:7]1=[C:8]([Cl:17])[CH:9]=[C:10]([Br:16])[CH:11]=2)=[O:25])([CH3:22])([CH3:21])[CH3:19].